Predict the product of the given reaction. From a dataset of Forward reaction prediction with 1.9M reactions from USPTO patents (1976-2016). (1) Given the reactants [NH2:1][C:2]([NH2:4])=[S:3].[CH:5]([C:7]1(O)[C:16]2[C:11](=[CH:12][CH:13]=[CH:14][CH:15]=2)[O:10][CH2:9][CH2:8]1)=[CH2:6], predict the reaction product. The product is: [O:10]1[C:11]2[C:16](=[CH:15][CH:14]=[CH:13][CH:12]=2)/[C:7](=[CH:5]/[CH2:6][S:3][C:2](=[NH:4])[NH2:1])/[CH2:8][CH2:9]1. (2) Given the reactants CC(OC([NH:8][C:9]1[S:13][C:12]2[CH:14]=[C:15]([NH2:18])[CH:16]=[CH:17][C:11]=2[N:10]=1)=O)(C)C.[Cl:19][C:20]1[CH:25]=[CH:24][C:23]([N:26]=[C:27]=[O:28])=[CH:22][C:21]=1[C:29]([F:32])([F:31])[F:30].CN(C)C=O.FC(F)(F)C(O)=O, predict the reaction product. The product is: [NH2:8][C:9]1[S:13][C:12]2[CH:14]=[C:15]([NH:18][C:27]([NH:26][C:23]3[CH:24]=[CH:25][C:20]([Cl:19])=[C:21]([C:29]([F:31])([F:30])[F:32])[CH:22]=3)=[O:28])[CH:16]=[CH:17][C:11]=2[N:10]=1. (3) Given the reactants [CH2:1]([O:4][C:5]1[CH:10]=[CH:9][C:8](B(O)O)=[C:7]([CH3:14])[CH:6]=1)[CH2:2][CH3:3].Cl[C:16]1[N:21]=[CH:20][C:19]([CH2:22][N:23]2[CH:28]=[C:27]3[N:29]=[C:30]([C:32]4[CH:37]=[CH:36][CH:35]=[C:34]([F:38])[C:33]=4[F:39])[N:31]=[C:26]3[CH:25]=[N:24]2)=[CH:18][CH:17]=1, predict the reaction product. The product is: [F:39][C:33]1[C:34]([F:38])=[CH:35][CH:36]=[CH:37][C:32]=1[C:30]1[N:31]=[C:26]2[CH:25]=[N:24][N:23]([CH2:22][C:19]3[CH:20]=[N:21][C:16]([C:8]4[CH:9]=[CH:10][C:5]([O:4][CH2:1][CH2:2][CH3:3])=[CH:6][C:7]=4[CH3:14])=[CH:17][CH:18]=3)[CH:28]=[C:27]2[N:29]=1. (4) Given the reactants [F:1][C:2]([F:35])([F:34])[C:3]1[CH:4]=[C:5]([CH:27]=[C:28]([C:30]([F:33])([F:32])[F:31])[CH:29]=1)[CH2:6][NH:7][C:8]([C:10]1([CH2:23][CH:24]2[CH2:26][CH2:25]2)[CH2:15][CH2:14][N:13](C(OC(C)(C)C)=O)[CH2:12][CH2:11]1)=[O:9].C(O)(C(F)(F)F)=O, predict the reaction product. The product is: [F:34][C:2]([F:1])([F:35])[C:3]1[CH:4]=[C:5]([CH:27]=[C:28]([C:30]([F:33])([F:32])[F:31])[CH:29]=1)[CH2:6][NH:7][C:8]([C:10]1([CH2:23][CH:24]2[CH2:26][CH2:25]2)[CH2:11][CH2:12][NH:13][CH2:14][CH2:15]1)=[O:9]. (5) Given the reactants [F:1][C:2]([F:34])([F:33])[C:3]1[CH:4]=[C:5]([CH:26]=[C:27]([C:29]([F:32])([F:31])[F:30])[CH:28]=1)[CH2:6][N:7]([CH:11]1[CH2:17][CH2:16][CH2:15][NH:14][C:13]2[CH:18]=[CH:19][C:20]([C:22]([F:25])([F:24])[F:23])=[CH:21][C:12]1=2)[C:8](=[O:10])[CH3:9].[Br:35]Br, predict the reaction product. The product is: [F:30][C:29]([F:31])([F:32])[C:27]1[CH:26]=[C:5]([CH:4]=[C:3]([C:2]([F:1])([F:33])[F:34])[CH:28]=1)[CH2:6][N:7]([CH:11]1[CH2:17][CH2:16][CH2:15][NH:14][C:13]2[C:18]([Br:35])=[CH:19][C:20]([C:22]([F:23])([F:24])[F:25])=[CH:21][C:12]1=2)[C:8](=[O:10])[CH3:9].